Dataset: Catalyst prediction with 721,799 reactions and 888 catalyst types from USPTO. Task: Predict which catalyst facilitates the given reaction. Reactant: C(Cl)Cl.Cl.[S:5]1[CH:9]=[CH:8][N:7]=[C:6]1[C:10]1[CH:17]=[CH:16][C:13]([CH2:14][NH2:15])=[CH:12][CH:11]=1.C(N(CC)CC)C.[N:25]1[CH:30]=[CH:29][CH:28]=[CH:27][C:26]=1[S:31](Cl)(=[O:33])=[O:32]. Product: [S:5]1[CH:9]=[CH:8][N:7]=[C:6]1[C:10]1[CH:11]=[CH:12][C:13]([CH2:14][NH:15][S:31]([C:26]2[CH:27]=[CH:28][CH:29]=[CH:30][N:25]=2)(=[O:33])=[O:32])=[CH:16][CH:17]=1. The catalyst class is: 6.